From a dataset of Blood-brain barrier permeability classification from the B3DB database. Regression/Classification. Given a drug SMILES string, predict its absorption, distribution, metabolism, or excretion properties. Task type varies by dataset: regression for continuous measurements (e.g., permeability, clearance, half-life) or binary classification for categorical outcomes (e.g., BBB penetration, CYP inhibition). Dataset: b3db_classification. The molecule is CC12C=CC(=O)C=C1CCC1C3CC4Cc5ccccc5CC4(C(=O)CO)C3(C)CC(O)C12F. The result is 1 (penetrates BBB).